This data is from Full USPTO retrosynthesis dataset with 1.9M reactions from patents (1976-2016). The task is: Predict the reactants needed to synthesize the given product. (1) Given the product [CH2:1]([O:8][C:9]1[CH:10]=[CH:11][CH:12]=[C:13]2[C:18]=1[N:17]=[C:16]([Cl:22])[CH:15]=[CH:14]2)[C:2]1[CH:7]=[CH:6][CH:5]=[CH:4][CH:3]=1, predict the reactants needed to synthesize it. The reactants are: [CH2:1]([O:8][C:9]1[CH:10]=[CH:11][CH:12]=[C:13]2[C:18]=1[N:17]=[C:16](O)[CH:15]=[CH:14]2)[C:2]1[CH:7]=[CH:6][CH:5]=[CH:4][CH:3]=1.P(Cl)(Cl)([Cl:22])=O. (2) Given the product [CH2:1]([O:8][C:9]1[C:14]2[CH2:15][CH:16]([C:17]([OH:21])=[O:19])[C:13]=2[CH:12]=[CH:11][CH:10]=1)[C:2]1[CH:7]=[CH:6][CH:5]=[CH:4][CH:3]=1, predict the reactants needed to synthesize it. The reactants are: [CH2:1]([O:8][C:9]1[C:14]2[CH2:15][CH:16]([C:17]#N)[C:13]=2[CH:12]=[CH:11][CH:10]=1)[C:2]1[CH:7]=[CH:6][CH:5]=[CH:4][CH:3]=1.[OH-:19].[K+].[OH2:21]. (3) The reactants are: [CH2:1]([O:3][C:4]([C:6]1[CH:11]=[CH:10][N+:9](=[N:12]C(=O)C2C=CC=CC=2)[CH2:8][CH:7]=1)=[O:5])[CH3:2].[Br:21][C:22]1[CH:27]=[CH:26][C:25](/[CH:28]=[CH:29]/I)=[CH:24][CH:23]=1. Given the product [Br:21][C:22]1[CH:27]=[CH:26][C:25]([C:28]2[CH:29]=[C:8]3[CH:7]=[C:6]([C:4]([O:3][CH2:1][CH3:2])=[O:5])[CH:11]=[CH:10][N:9]3[N:12]=2)=[CH:24][CH:23]=1, predict the reactants needed to synthesize it. (4) The reactants are: C(=O)([O-])[O-].[K+].[K+].[F:7][C:8]1[CH:13]=[CH:12][C:11]([S:14]([NH:17][C:18]2[C:27]([C:28]([O:30][CH3:31])=[O:29])=[C:26]3[C:21]([C@H:22]4[CH2:32][C@H:23]4[CH2:24][O:25]3)=[CH:20][CH:19]=2)(=[O:16])=[O:15])=[C:10]([CH2:33][NH:34]C(=O)C(F)(F)F)[CH:9]=1. Given the product [NH2:34][CH2:33][C:10]1[CH:9]=[C:8]([F:7])[CH:13]=[CH:12][C:11]=1[S:14]([NH:17][C:18]1[C:27]([C:28]([O:30][CH3:31])=[O:29])=[C:26]2[C:21]([C@H:22]3[CH2:32][C@H:23]3[CH2:24][O:25]2)=[CH:20][CH:19]=1)(=[O:15])=[O:16], predict the reactants needed to synthesize it. (5) The reactants are: [F:1][C:2]([F:19])([F:18])[O:3][C:4]1[CH:17]=[CH:16][C:7]([CH2:8][O:9][CH:10]2[CH2:15][CH2:14][NH:13][CH2:12][CH2:11]2)=[CH:6][CH:5]=1.CCN(C(C)C)C(C)C.[Cl:29][C:30]1[N:35]=[C:34](Cl)[N:33]=[CH:32][N:31]=1. Given the product [Cl:29][C:30]1[N:35]=[C:34]([N:13]2[CH2:14][CH2:15][CH:10]([O:9][CH2:8][C:7]3[CH:16]=[CH:17][C:4]([O:3][C:2]([F:18])([F:1])[F:19])=[CH:5][CH:6]=3)[CH2:11][CH2:12]2)[N:33]=[CH:32][N:31]=1, predict the reactants needed to synthesize it. (6) Given the product [Cl:1][C:2]1[C:3]([C:24]2[CH:29]=[CH:28][CH:27]=[CH:26][CH:25]=2)=[CH:4][C:5]([NH:8][C:9]([C@@H:11]2[CH2:16][CH2:15][CH2:14][NH:13][CH2:12]2)=[O:10])=[N:6][CH:7]=1, predict the reactants needed to synthesize it. The reactants are: [Cl:1][C:2]1[C:3]([C:24]2[CH:29]=[CH:28][CH:27]=[CH:26][CH:25]=2)=[CH:4][C:5]([NH:8][C:9]([C@@H:11]2[CH2:16][CH2:15][CH2:14][N:13](C(OC(C)(C)C)=O)[CH2:12]2)=[O:10])=[N:6][CH:7]=1.Cl.O1CCOCC1. (7) Given the product [C:10]1([CH:9]([N:16]2[C:21](=[S:22])[C:20]3[CH:23]=[N:24][NH:25][C:19]=3[N:18]=[CH:17]2)[C:8]([OH:26])=[O:7])[CH:15]=[CH:14][CH:13]=[CH:12][CH:11]=1, predict the reactants needed to synthesize it. The reactants are: C1([O:7][C:8](=[O:26])[CH:9]([N:16]2[C:21](=[S:22])[C:20]3[CH:23]=[N:24][NH:25][C:19]=3[N:18]=[CH:17]2)[C:10]2[CH:15]=[CH:14][CH:13]=[CH:12][CH:11]=2)CCCCC1.[OH-].[K+].